This data is from Drug-target binding data from BindingDB using Ki measurements. The task is: Regression. Given a target protein amino acid sequence and a drug SMILES string, predict the binding affinity score between them. We predict pKi (pKi = -log10(Ki in M); higher means stronger inhibition). Dataset: bindingdb_ki. The compound is CN1Cc2c(N)cccc2C(c2ccccc2)C1. The target is MLLARMKPQVQPELGGADQ. The pKi is 8.2.